Dataset: Full USPTO retrosynthesis dataset with 1.9M reactions from patents (1976-2016). Task: Predict the reactants needed to synthesize the given product. (1) Given the product [CH3:37][C:32]1[C:31]([CH:2]([NH:39][C:38](=[O:42])[O:40][CH3:41])[C:3]2[O:4][C:5]3[CH:11]=[CH:10][C:9]([CH2:12][C:13]([NH:15][CH:16]([C:23]4[CH:28]=[CH:27][C:26]([CH3:29])=[CH:25][C:24]=4[CH3:30])[C:17]4[CH:18]=[CH:19][CH:20]=[CH:21][CH:22]=4)=[O:14])=[CH:8][C:6]=3[CH:7]=2)=[C:35]([CH3:36])[O:34][N:33]=1, predict the reactants needed to synthesize it. The reactants are: Cl[CH:2]([C:31]1[C:32]([CH3:37])=[N:33][O:34][C:35]=1[CH3:36])[C:3]1[O:4][C:5]2[CH:11]=[CH:10][C:9]([CH2:12][C:13]([NH:15][CH:16]([C:23]3[CH:28]=[CH:27][C:26]([CH3:29])=[CH:25][C:24]=3[CH3:30])[C:17]3[CH:22]=[CH:21][CH:20]=[CH:19][CH:18]=3)=[O:14])=[CH:8][C:6]=2[CH:7]=1.[C:38](=[O:42])([O:40][CH3:41])[NH2:39].O. (2) The reactants are: [Cl:1][C:2]1[C:7]([Cl:8])=[CH:6][CH:5]=[CH:4][C:3]=1[C:9]1[CH:10]=[C:11]2[C:16]3=[C:17]([C@H:19]4[CH2:24][NH:23][CH2:22][CH2:21][C@H:20]4[N:15]3[CH2:14][CH2:13][CH2:12]2)[CH:18]=1.[CH:25](N(CC)C(C)C)([CH3:27])[CH3:26].BrCCC. Given the product [Cl:1][C:2]1[C:7]([Cl:8])=[CH:6][CH:5]=[CH:4][C:3]=1[C:9]1[CH:10]=[C:11]2[C:16]3=[C:17]([C@H:19]4[CH2:24][N:23]([CH2:26][CH2:25][CH3:27])[CH2:22][CH2:21][C@H:20]4[N:15]3[CH2:14][CH2:13][CH2:12]2)[CH:18]=1, predict the reactants needed to synthesize it.